This data is from Reaction yield outcomes from USPTO patents with 853,638 reactions. The task is: Predict the reaction yield, written as a fraction of the theoretical maximum amount of product (1.0 means a 100% yield; for example, 0.34 means a 34% yield). The reactants are Br[C:2]1[CH:9]=[N:8][CH:7]=[C:6]([N:10]2[CH2:22][CH2:21][C:20]3[N:19]4[C:14]([CH2:15][CH2:16][CH2:17][CH2:18]4)=[CH:13][C:12]=3[C:11]2=[O:23])[C:3]=1[CH:4]=[O:5].[CH3:24][N:25]1[CH:30]=[C:29](B2OC(C)(C)C(C)(C)O2)[CH:28]=[C:27]([NH:40][C:41]2[CH:46]=[CH:45][C:44]([N:47]3[CH2:52][CH2:51][N:50]([CH:53]4[CH2:56][O:55][CH2:54]4)[CH2:49][CH2:48]3)=[CH:43][N:42]=2)[C:26]1=[O:57].[O-]P([O-])([O-])=O.[K+].[K+].[K+].CC([O-])=O.[Na+]. The catalyst is CC#N.O.C1C=CC(P(C2C=CC=CC=2)[C-]2C=CC=C2)=CC=1.C1C=CC(P(C2C=CC=CC=2)[C-]2C=CC=C2)=CC=1.Cl[Pd]Cl.[Fe+2]. The product is [CH3:24][N:25]1[C:26](=[O:57])[C:27]([NH:40][C:41]2[CH:46]=[CH:45][C:44]([N:47]3[CH2:52][CH2:51][N:50]([CH:53]4[CH2:54][O:55][CH2:56]4)[CH2:49][CH2:48]3)=[CH:43][N:42]=2)=[CH:28][C:29]([C:2]2[CH:9]=[N:8][CH:7]=[C:6]([N:10]3[CH2:22][CH2:21][C:20]4[N:19]5[C:14]([CH2:15][CH2:16][CH2:17][CH2:18]5)=[CH:13][C:12]=4[C:11]3=[O:23])[C:3]=2[CH:4]=[O:5])=[CH:30]1. The yield is 0.400.